Dataset: Full USPTO retrosynthesis dataset with 1.9M reactions from patents (1976-2016). Task: Predict the reactants needed to synthesize the given product. (1) Given the product [N:20]1([CH:2]([C:7]2[CH:12]=[CH:11][CH:10]=[CH:9][CH:8]=2)[C:3]([O:5][CH3:6])=[O:4])[CH2:25][CH2:24][O:23][CH2:22][CH2:21]1, predict the reactants needed to synthesize it. The reactants are: Br[CH:2]([C:7]1[CH:12]=[CH:11][CH:10]=[CH:9][CH:8]=1)[C:3]([O:5][CH3:6])=[O:4].C(N(CC)CC)C.[NH:20]1[CH2:25][CH2:24][O:23][CH2:22][CH2:21]1.O. (2) Given the product [Cl:32][C:26]1[CH:27]=[C:28]([Cl:31])[CH:29]=[CH:30][C:25]=1[C:23]1[N:24]=[C:20]([CH2:19][CH2:18][CH2:17][C:14]2[CH:15]=[CH:16][C:11]([O:10][C:8]3[CH:7]=[CH:6][C:5]([NH:35][S:39]([C:38]([F:51])([F:50])[F:37])(=[O:41])=[O:40])=[C:4]([CH:9]=3)[C:3]([OH:2])=[O:36])=[CH:12][CH:13]=2)[N:21]([CH2:33][CH3:34])[CH:22]=1, predict the reactants needed to synthesize it. The reactants are: C[O:2][C:3](=[O:36])[C:4]1[CH:9]=[C:8]([O:10][C:11]2[CH:16]=[CH:15][C:14]([CH2:17][CH2:18][CH2:19][C:20]3[N:21]([CH2:33][CH3:34])[CH:22]=[C:23]([C:25]4[CH:30]=[CH:29][C:28]([Cl:31])=[CH:27][C:26]=4[Cl:32])[N:24]=3)=[CH:13][CH:12]=2)[CH:7]=[CH:6][C:5]=1[NH2:35].[F:37][C:38]([F:51])([F:50])[S:39](O[S:39]([C:38]([F:51])([F:50])[F:37])(=[O:41])=[O:40])(=[O:41])=[O:40].CCN(C(C)C)C(C)C.